Task: Predict the product of the given reaction.. Dataset: Forward reaction prediction with 1.9M reactions from USPTO patents (1976-2016) (1) Given the reactants [Cl:1][C:2]1[CH:10]=[CH:9][CH:8]=[C:7]2[C:3]=1[CH:4]=[CH:5][NH:6]2.Br[CH2:12][CH:13]1[CH2:17][CH2:16][CH2:15][O:14]1.[OH-].[K+], predict the reaction product. The product is: [Cl:1][C:2]1[CH:10]=[CH:9][CH:8]=[C:7]2[C:3]=1[CH:4]=[CH:5][N:6]2[CH2:12][CH:13]1[CH2:17][CH2:16][CH2:15][O:14]1. (2) Given the reactants [CH3:1][C:2]1[N:7]=[C:6]([CH3:8])[CH:5]=[C:4]([OH:9])[N:3]=1.[Cl:10][C:11]1[CH:12]=[C:13]([CH:16]=[CH:17][CH:18]=1)[CH:14]=O, predict the reaction product. The product is: [Cl:10][C:11]1[CH:12]=[C:13](/[CH:14]=[CH:1]/[C:2]2[N:3]=[C:4]([OH:9])[CH:5]=[C:6]([CH3:8])[N:7]=2)[CH:16]=[CH:17][CH:18]=1. (3) Given the reactants N1CCCCC1.[OH:7][C:8]1[CH:15]=[CH:14][C:11]([CH:12]=O)=[CH:10][C:9]=1[O:16][CH3:17].C([CH2:21][C:22]([NH:24][C:25]1[CH:33]=[CH:32][CH:31]=[CH:30][C:26]=1[C:27]([OH:29])=[O:28])=[O:23])(O)=O, predict the reaction product. The product is: [OH:7][C:8]1[CH:15]=[CH:14][C:11](/[CH:12]=[CH:21]/[C:22]([NH:24][C:25]2[CH:33]=[CH:32][CH:31]=[CH:30][C:26]=2[C:27]([OH:29])=[O:28])=[O:23])=[CH:10][C:9]=1[O:16][CH3:17]. (4) Given the reactants [O:1]1[CH:5]=[CH:4][CH:3]=[C:2]1[CH2:6][CH2:7][C:8]([OH:10])=O.[CH3:11][O:12][C:13]1[CH:14]=[C:15]([CH2:21][CH2:22][NH2:23])[CH:16]=[CH:17][C:18]=1[O:19][CH3:20], predict the reaction product. The product is: [CH3:11][O:12][C:13]1[CH:14]=[C:15]([CH2:21][CH2:22][NH:23][C:8](=[O:10])[CH2:7][CH2:6][C:2]2[O:1][CH:5]=[CH:4][CH:3]=2)[CH:16]=[CH:17][C:18]=1[O:19][CH3:20]. (5) Given the reactants [NH2:1][C@H:2]([C:4]1[CH:9]=[CH:8][C:7]([NH:10][C:11](=[O:19])[C:12]2[CH:17]=[CH:16][C:15]([Cl:18])=[N:14][CH:13]=2)=[CH:6][CH:5]=1)[CH3:3].[Cl:20][C:21]1[N:30]=[C:29](Cl)[C:28]2[C:23](=[CH:24][C:25]([I:32])=[CH:26][CH:27]=2)[N:22]=1, predict the reaction product. The product is: [Cl:18][C:15]1[CH:16]=[CH:17][C:12]([C:11]([NH:10][C:7]2[CH:6]=[CH:5][C:4]([C@@H:2]([NH:1][C:29]3[C:28]4[C:23](=[CH:24][C:25]([I:32])=[CH:26][CH:27]=4)[N:22]=[C:21]([Cl:20])[N:30]=3)[CH3:3])=[CH:9][CH:8]=2)=[O:19])=[CH:13][N:14]=1. (6) Given the reactants [CH2:1]([O:8][CH2:9][C:10]1[NH:11][CH:12]=[C:13]([C:15]2[C:16]([C:21]3[CH:26]=[CH:25][CH:24]=[CH:23][CH:22]=3)=[N:17][O:18][C:19]=2[CH3:20])[N:14]=1)[C:2]1[CH:7]=[CH:6][CH:5]=[CH:4][CH:3]=1.F[C:28]1[CH:33]=[CH:32][C:31]([N+:34]([O-:36])=[O:35])=[CH:30][CH:29]=1, predict the reaction product. The product is: [CH2:1]([O:8][CH2:9][C:10]1[N:11]([C:28]2[CH:33]=[CH:32][C:31]([N+:34]([O-:36])=[O:35])=[CH:30][CH:29]=2)[CH:12]=[C:13]([C:15]2[C:16]([C:21]3[CH:26]=[CH:25][CH:24]=[CH:23][CH:22]=3)=[N:17][O:18][C:19]=2[CH3:20])[N:14]=1)[C:2]1[CH:3]=[CH:4][CH:5]=[CH:6][CH:7]=1. (7) Given the reactants Cl[C:2]1[CH:52]=[CH:51][C:5]([C:6]([NH:8]C2N(CC3CCCN3C(=O)C(C#N)=CC(OCC)(C)C)C3C=CC(CN([C@H](C(C)(C)C)C)C(=O)OC(C)(C)C)=CC=3N=2)=[O:7])=[CH:4][CH:3]=1.C(O)(C(F)(F)F)=O, predict the reaction product. The product is: [C:6]([NH2:8])(=[O:7])[C:5]1[CH:51]=[CH:52][CH:2]=[CH:3][CH:4]=1. (8) Given the reactants [CH3:1][C:2]1[O:6][C:5]([C:7]2[CH:8]=[N:9][NH:10][C:11]=2[NH2:12])=[N:4][CH:3]=1.[CH3:13][C:14]1[C:18]2[CH:19]=[C:20]([C:23](=O)[CH2:24][C:25](OCC)=[O:26])[CH:21]=[CH:22][C:17]=2[O:16][N:15]=1.CC1C=CC(S(O)(=O)=O)=CC=1, predict the reaction product. The product is: [CH3:13][C:14]1[C:18]2[CH:19]=[C:20]([C:23]3[NH:12][C:11]4[N:10]([N:9]=[CH:8][C:7]=4[C:5]4[O:6][C:2]([CH3:1])=[CH:3][N:4]=4)[C:25](=[O:26])[CH:24]=3)[CH:21]=[CH:22][C:17]=2[O:16][N:15]=1. (9) Given the reactants [NH2:1][C:2]1[CH:7]=[CH:6][C:5]([S:8]([C:11]2[CH:12]=[C:13]3[C:17](=[CH:18][CH:19]=2)[N:16]([CH3:20])[C:15]2[CH2:21][CH:22]4[NH:26][CH:25]([C:14]3=2)[CH2:24][CH2:23]4)(=[O:10])=[O:9])=[CH:4][CH:3]=1.[ClH:27], predict the reaction product. The product is: [ClH:27].[NH2:1][C:2]1[CH:3]=[CH:4][C:5]([S:8]([C:11]2[CH:12]=[C:13]3[C:17](=[CH:18][CH:19]=2)[N:16]([CH3:20])[C:15]2[CH2:21][CH:22]4[NH:26][CH:25]([C:14]3=2)[CH2:24][CH2:23]4)(=[O:10])=[O:9])=[CH:6][CH:7]=1. (10) Given the reactants [Br:1][C:2]1[C:11]2[C:6](=[C:7]([CH3:14])[C:8]([Br:13])=[CH:9][C:10]=2[CH3:12])[C:5]([CH3:15])=[C:4]([Br:16])[N:3]=1.C1N2CN3CN(C2)CN1C3.FC(F)(F)[C:29](O)=[O:30], predict the reaction product. The product is: [Br:1][C:2]1[C:11]2[C:6](=[C:7]([CH3:14])[C:8]([Br:13])=[C:9]([CH:29]=[O:30])[C:10]=2[CH3:12])[C:5]([CH3:15])=[C:4]([Br:16])[N:3]=1.